Dataset: Forward reaction prediction with 1.9M reactions from USPTO patents (1976-2016). Task: Predict the product of the given reaction. (1) Given the reactants Cl.[NH2:2][CH:3]1[CH2:8][CH2:7][CH2:6][N:5]([C:9]2[CH:10]=[C:11]([NH:18][C:19]3[CH:24]=[CH:23][C:22]([O:25][CH3:26])=[C:21]([O:27][CH3:28])[N:20]=3)[C:12]3[N:13]([N:15]=[CH:16][N:17]=3)[CH:14]=2)[CH2:4]1.[C:29]([O:33][C:34]([C:36]1[CH:44]=[CH:43][C:39]([C:40](O)=[O:41])=[CH:38][CH:37]=1)=[O:35])([CH3:32])([CH3:31])[CH3:30].CCN=C=NCCCN(C)C.CN1C=CN=C1, predict the reaction product. The product is: [CH3:26][O:25][C:22]1[CH:23]=[CH:24][C:19]([NH:18][C:11]2[C:12]3[N:13]([N:15]=[CH:16][N:17]=3)[CH:14]=[C:9]([N:5]3[CH2:6][CH2:7][CH2:8][CH:3]([NH:2][C:40]([C:39]4[CH:43]=[CH:44][C:36]([C:34]([O:33][C:29]([CH3:30])([CH3:31])[CH3:32])=[O:35])=[CH:37][CH:38]=4)=[O:41])[CH2:4]3)[CH:10]=2)=[N:20][C:21]=1[O:27][CH3:28]. (2) Given the reactants C([O-])(=O)C.[NH4+:5].[CH3:6][C:7]1[N:12]=[C:11](OC2C=CC=CC=2)[C:10]2[N:20]=[CH:21][N:22]([CH2:23][CH2:24][O:25][C:26]3[CH:31]=[CH:30][CH:29]=[CH:28][CH:27]=3)[C:9]=2[C:8]=1[CH3:32], predict the reaction product. The product is: [CH3:6][C:7]1[N:12]=[C:11]([NH2:5])[C:10]2[N:20]=[CH:21][N:22]([CH2:23][CH2:24][O:25][C:26]3[CH:31]=[CH:30][CH:29]=[CH:28][CH:27]=3)[C:9]=2[C:8]=1[CH3:32]. (3) Given the reactants [CH3:1][N:2]1[CH:6]2[CH2:7][CH2:8][CH2:9][CH:5]2[NH:4][C:3]1=[O:10].[H-].[Na+].Cl[C:14]1[N:15]=[N:16][C:17]([C:20]#[C:21][C:22]2[CH:27]=[CH:26][CH:25]=[CH:24][CH:23]=2)=[CH:18][CH:19]=1, predict the reaction product. The product is: [CH3:1][N:2]1[CH:6]2[CH2:7][CH2:8][CH2:9][CH:5]2[N:4]([C:14]2[N:15]=[N:16][C:17]([C:20]#[C:21][C:22]3[CH:23]=[CH:24][CH:25]=[CH:26][CH:27]=3)=[CH:18][CH:19]=2)[C:3]1=[O:10]. (4) Given the reactants [CH2:1]([N:5]1[C:13]2[C:12](=[O:14])[N:11]([CH2:15][C:16]3[CH:21]=[CH:20][CH:19]=[CH:18][C:17]=3[C:22]#[N:23])[C:10]([Cl:24])=[N:9][C:8]=2[N:7]=[C:6]1[N:25]1[CH2:30][CH2:29][CH2:28][CH:27]([NH:31]C(=O)OC(C)(C)C)[CH2:26]1)[C:2]#[C:3][CH3:4].[C:39](=O)([O-])[O-:40].[K+].[K+].Cl.NC1CCCN(C2N(CC#CC)C3C(=O)N(CC4C=CC=CC=4C#N)C(C#N)=NC=3N=2)C1, predict the reaction product. The product is: [ClH:24].[NH2:31][CH:27]1[CH2:28][CH2:29][CH2:30][N:25]([C:6]2[N:5]([CH2:1][C:2]#[C:3][CH3:4])[C:13]3[C:12](=[O:14])[N:11]([CH2:15][C:16]4[CH:21]=[CH:20][CH:19]=[CH:18][C:17]=4[C:22]#[N:23])[C:10]([O:40][CH3:39])=[N:9][C:8]=3[N:7]=2)[CH2:26]1. (5) Given the reactants [CH3:1][C:2]1[N:11]=[C:10]([OH:12])[C:9]2[CH2:8][CH2:7][C@H:6]3[C@H:13]([CH3:21])[C:14]4([CH2:19][CH2:20][C@:5]3([C:22]3[CH:27]=[CH:26][CH:25]=[CH:24][CH:23]=3)[C:4]=2[N:3]=1)OCC[O:15]4.Cl, predict the reaction product. The product is: [OH:12][C:10]1[C:9]2[CH2:8][CH2:7][C@H:6]3[C@H:13]([CH3:21])[C:14](=[O:15])[CH2:19][CH2:20][C@:5]3([C:22]3[CH:23]=[CH:24][CH:25]=[CH:26][CH:27]=3)[C:4]=2[N:3]=[C:2]([CH3:1])[N:11]=1. (6) Given the reactants [NH2:1][C@H:2]1[C@@H:7]([NH:8][C:9]([C:11]2[NH:12][C:13]([CH2:17][CH3:18])=[C:14]([Cl:16])[N:15]=2)=[O:10])[CH2:6][CH2:5][N:4]([C:19]2[S:20][C:21]3[C:27]([C:28]([O:30][CH2:31][CH3:32])=[O:29])=[CH:26][CH:25]=[CH:24][C:22]=3[N:23]=2)[CH2:3]1.[CH:33](=O)[CH2:34][CH3:35].C(O[BH-](OC(=O)C)OC(=O)C)(=O)C.[Na+], predict the reaction product. The product is: [Cl:16][C:14]1[N:15]=[C:11]([C:9]([NH:8][C@H:7]2[CH2:6][CH2:5][N:4]([C:19]3[S:20][C:21]4[C:27]([C:28]([O:30][CH2:31][CH3:32])=[O:29])=[CH:26][CH:25]=[CH:24][C:22]=4[N:23]=3)[CH2:3][C@H:2]2[NH:1][CH2:33][CH2:34][CH3:35])=[O:10])[NH:12][C:13]=1[CH2:17][CH3:18].